Task: Predict the product of the given reaction.. Dataset: Forward reaction prediction with 1.9M reactions from USPTO patents (1976-2016) (1) Given the reactants [Cl-].O[NH3+:3].[C:4](=[O:7])([O-])[OH:5].[Na+].CS(C)=O.[OH:13][C:14]1[CH:19]=[CH:18][C:17]([N:20]2[C:25](=[O:26])[C:24]([CH2:27][C:28]3[CH:33]=[CH:32][C:31]([C:34]4[C:35]([C:40]#[N:41])=[CH:36][CH:37]=[CH:38][CH:39]=4)=[CH:30][CH:29]=3)=[C:23]([CH2:42][CH2:43][CH3:44])[N:22]=[C:21]2[CH3:45])=[CH:16][CH:15]=1, predict the reaction product. The product is: [OH:13][C:14]1[CH:15]=[CH:16][C:17]([N:20]2[C:25](=[O:26])[C:24]([CH2:27][C:28]3[CH:33]=[CH:32][C:31]([C:34]4[CH:39]=[CH:38][CH:37]=[CH:36][C:35]=4[C:40]4[NH:3][C:4](=[O:7])[O:5][N:41]=4)=[CH:30][CH:29]=3)=[C:23]([CH2:42][CH2:43][CH3:44])[N:22]=[C:21]2[CH3:45])=[CH:18][CH:19]=1. (2) Given the reactants [C:1]([S:4][CH3:5])(=[NH:3])[NH2:2].C(N([CH2:11][CH3:12])CC)C.[CH2:13]([O:20][C:21](Cl)=[O:22])[C:14]1[CH:19]=[CH:18][CH:17]=[CH:16][CH:15]=1, predict the reaction product. The product is: [CH2:13]([O:20][C:21]([NH:3][C:1](=[N:2][C:21]([O:20][CH2:13][C:12]1[CH:11]=[CH:16][CH:15]=[CH:14][CH:19]=1)=[O:22])[S:4][CH3:5])=[O:22])[C:14]1[CH:19]=[CH:18][CH:17]=[CH:16][CH:15]=1. (3) Given the reactants [Cl:1][C:2]1[CH:6]=[CH:5][S:4][C:3]=1[C:7]1[N:8]=[C:9]([NH2:12])[S:10][CH:11]=1.[CH2:13]([C:16]1[CH:21]=[CH:20][C:19]([S:22](Cl)(=[O:24])=[O:23])=[CH:18][CH:17]=1)[CH2:14][CH3:15], predict the reaction product. The product is: [Cl:1][C:2]1[CH:6]=[CH:5][S:4][C:3]=1[C:7]1[N:8]=[C:9]([NH:12][S:22]([C:19]2[CH:20]=[CH:21][C:16]([CH2:13][CH2:14][CH3:15])=[CH:17][CH:18]=2)(=[O:24])=[O:23])[S:10][CH:11]=1. (4) Given the reactants [CH3:1][NH2:2].[O:3]=[C:4]1[NH:9][C:8]2[CH:10]=[C:11]([C:14]([N:16]3[C:21]4[CH:22]=[CH:23][CH:24]=[CH:25][C:20]=4[O:19][CH2:18][CH:17]3[CH2:26][C:27](OCC)=[O:28])=[O:15])[CH:12]=[CH:13][C:7]=2[O:6][CH2:5]1, predict the reaction product. The product is: [CH3:1][NH:2][C:27](=[O:28])[CH2:26][CH:17]1[N:16]([C:14]([C:11]2[CH:12]=[CH:13][C:7]3[O:6][CH2:5][C:4](=[O:3])[NH:9][C:8]=3[CH:10]=2)=[O:15])[C:21]2[CH:22]=[CH:23][CH:24]=[CH:25][C:20]=2[O:19][CH2:18]1.